Dataset: Forward reaction prediction with 1.9M reactions from USPTO patents (1976-2016). Task: Predict the product of the given reaction. (1) Given the reactants [S:1]1[CH:5]=[CH:4][C:3]2[C:6]([N:10]3[CH2:15][CH2:14][N:13]([CH2:16][CH2:17][CH2:18][CH2:19][O:20][C:21]4[CH:30]=[C:29]5[C:24]([CH:25]=[CH:26][C:27](=[O:31])[NH:28]5)=[CH:23][CH:22]=4)[CH2:12][CH2:11]3)=[CH:7][CH:8]=[CH:9][C:2]1=2.Cl[CH2:33][O:34][C:35](=[O:47])[CH2:36][CH2:37][CH2:38][CH2:39][CH2:40][CH2:41][CH2:42][CH2:43][CH2:44][CH2:45][CH3:46].O, predict the reaction product. The product is: [C:35]([O:34][CH2:33][O:31][C:27]1[CH:26]=[CH:25][C:24]2[C:29](=[CH:30][C:21]([O:20][CH2:19][CH2:18][CH2:17][CH2:16][N:13]3[CH2:12][CH2:11][N:10]([C:6]4[C:3]5[CH:4]=[CH:5][S:1][C:2]=5[CH:9]=[CH:8][CH:7]=4)[CH2:15][CH2:14]3)=[CH:22][CH:23]=2)[N:28]=1)(=[O:47])[CH2:36][CH2:37][CH2:38][CH2:39][CH2:40][CH2:41][CH2:42][CH2:43][CH2:44][CH2:45][CH3:46]. (2) Given the reactants C([O:3][C:4]([C:6]1([CH2:23][S:24][C:25]2[NH:29][C:28]3[CH:30]=[CH:31][CH:32]=[CH:33][C:27]=3[N:26]=2)[C:10]([S:11][C:12]2[NH:16][C:15]3[CH:17]=[CH:18][CH:19]=[CH:20][C:14]=3[N:13]=2)=[C:9]([OH:21])[C:8](=[O:22])[O:7]1)=[O:5])C.C(=O)(O)[O-].[Na+], predict the reaction product. The product is: [NH:13]1[C:14]2[CH:20]=[CH:19][CH:18]=[CH:17][C:15]=2[N:16]=[C:12]1[S:11][C:10]1[C:6]([CH2:23][S:24][C:25]2[NH:26][C:27]3[CH:33]=[CH:32][CH:31]=[CH:30][C:28]=3[N:29]=2)([C:4]([OH:5])=[O:3])[O:7][C:8](=[O:22])[C:9]=1[OH:21]. (3) Given the reactants C([O:3][C:4](=[O:17])[C:5]([N:7]1[CH2:11][CH2:10][C@H:9]([C:12]([O:14][CH3:15])=[O:13])[C@@H:8]1[CH3:16])=[O:6])C.[OH-].[Na+].Cl, predict the reaction product. The product is: [CH3:15][O:14][C:12]([C@H:9]1[CH2:10][CH2:11][N:7]([C:5](=[O:6])[C:4]([OH:17])=[O:3])[C@H:8]1[CH3:16])=[O:13]. (4) Given the reactants [CH2:1]([O:5][C:6](=[O:36])[NH:7][C:8]1[CH:13]=[CH:12][C:11]([C:14]2[CH:15]=[N:16][C:17]3[N:18]([N:21]=[CH:22][C:23]=3[C:24]3[CH:29]=[CH:28][C:27]([N:30]4[CH2:35][CH2:34][NH:33][CH2:32][CH2:31]4)=[CH:26][CH:25]=3)[C:19]=2[NH2:20])=[CH:10][CH:9]=1)[CH:2]([CH3:4])[CH3:3].[C:37]([NH:47][C@H:48]([C:52](O)=[O:53])[CH:49]([CH3:51])[CH3:50])([O:39][CH2:40][C:41]1[CH:46]=[CH:45][CH:44]=[CH:43][CH:42]=1)=[O:38].OC1C2N=NNC=2C=CC=1.C(=O)([O-])[O-].[Na+].[Na+], predict the reaction product. The product is: [CH2:1]([O:5][C:6](=[O:36])[NH:7][C:8]1[CH:9]=[CH:10][C:11]([C:14]2[CH:15]=[N:16][C:17]3[N:18]([N:21]=[CH:22][C:23]=3[C:24]3[CH:29]=[CH:28][C:27]([N:30]4[CH2:35][CH2:34][N:33]([C:52](=[O:53])[C@@H:48]([NH:47][C:37]([O:39][CH2:40][C:41]5[CH:42]=[CH:43][CH:44]=[CH:45][CH:46]=5)=[O:38])[CH:49]([CH3:51])[CH3:50])[CH2:32][CH2:31]4)=[CH:26][CH:25]=3)[C:19]=2[NH2:20])=[CH:12][CH:13]=1)[CH:2]([CH3:4])[CH3:3]. (5) Given the reactants [Cl:1][C:2]1[CH:7]=[CH:6][C:5]([CH:8]([NH:20][C:21]2[CH:26]=[C:25]([CH3:27])[C:24](=[O:28])[N:23]([CH3:29])[CH:22]=2)[C:9]2[N:10]([CH:17]3[CH2:19][CH2:18]3)[CH:11]=[CH:12][C:13]=2[C:14](O)=[O:15])=[CH:4][CH:3]=1, predict the reaction product. The product is: [Cl:1][C:2]1[CH:7]=[CH:6][C:5]([CH:8]2[C:9]3[N:10]([CH:17]4[CH2:19][CH2:18]4)[CH:11]=[CH:12][C:13]=3[C:14](=[O:15])[N:20]2[C:21]2[CH:26]=[C:25]([CH3:27])[C:24](=[O:28])[N:23]([CH3:29])[CH:22]=2)=[CH:4][CH:3]=1. (6) Given the reactants CC1C=CC(S(O[CH2:12][CH:13]2[CH2:17][C:16]3[CH:18]=[C:19]([Cl:30])[CH:20]=[C:21]([C:22]4[CH:27]=[CH:26][C:25]([F:28])=[C:24]([F:29])[CH:23]=4)[C:15]=3[O:14]2)(=O)=O)=CC=1.[CH3:31][NH2:32], predict the reaction product. The product is: [Cl:30][C:19]1[CH:20]=[C:21]([C:22]2[CH:27]=[CH:26][C:25]([F:28])=[C:24]([F:29])[CH:23]=2)[C:15]2[O:14][CH:13]([CH2:12][NH:32][CH3:31])[CH2:17][C:16]=2[CH:18]=1. (7) Given the reactants S(Cl)(Cl)=O.CC1C=CC=CC=1CCC(O)=O.CC1C=CC=CC=1CCC(Cl)=O.[CH3:29][O:30][C:31]1[CH:32]=[C:33]2[C:38](=[CH:39][C:40]=1[O:41][CH3:42])[N:37]=[CH:36][CH:35]=[C:34]2[O:43][C:44]1[CH:50]=[CH:49][C:47]([NH2:48])=[CH:46][C:45]=1[F:51].[CH3:52][C:53]1[CH:58]=[CH:57][CH:56]=[CH:55][C:54]=1[CH2:59][CH2:60][C:61]([N:63]=[C:64]=[S:65])=[O:62], predict the reaction product. The product is: [CH3:29][O:30][C:31]1[CH:32]=[C:33]2[C:38](=[CH:39][C:40]=1[O:41][CH3:42])[N:37]=[CH:36][CH:35]=[C:34]2[O:43][C:44]1[CH:50]=[CH:49][C:47]([NH:48][C:64]([NH:63][C:61](=[O:62])[CH2:60][CH2:59][C:54]2[CH:55]=[CH:56][CH:57]=[CH:58][C:53]=2[CH3:52])=[S:65])=[CH:46][C:45]=1[F:51]. (8) Given the reactants [C:1]([C:9]1[CH:10]=[C:11]([N:15]2[CH2:20][C@@H:19]3[CH2:21][C@H:16]2[CH2:17][N:18]3C(OC(C)(C)C)=O)[CH:12]=[N:13][CH:14]=1)(=[O:8])[C:2]1[CH:7]=[CH:6][CH:5]=[CH:4][CH:3]=1.[ClH:29], predict the reaction product. The product is: [ClH:29].[ClH:29].[C:1]([C:9]1[CH:10]=[C:11]([N:15]2[CH2:20][C@@H:19]3[CH2:21][C@H:16]2[CH2:17][NH:18]3)[CH:12]=[N:13][CH:14]=1)(=[O:8])[C:2]1[CH:3]=[CH:4][CH:5]=[CH:6][CH:7]=1. (9) The product is: [Al+3:19].[CH2:15]([P:2]([O-:4])[O-:3])[CH3:16].[CH2:20]([P:2]([O-:4])[O-:3])[CH3:21].[CH2:24]([P:2]([O-:4])[O-:3])[CH3:25].[Al+3:19]. Given the reactants O.[PH2:2]([O-:4])=[O:3].[Na+].S(=O)(=O)(O)O.C=C.OO.[C:15]([O-])(=O)[CH3:16].[Al+3:19].[C:20]([O-])(=O)[CH3:21].[C:24]([O-])(=O)[CH3:25].[Al+3].C(P(CC)(=O)[O-])C.C(P(CC)(=O)[O-])C.C(P(CC)(=O)[O-])C, predict the reaction product.